The task is: Predict the reaction yield, written as a fraction of the theoretical maximum amount of product (1.0 means a 100% yield; for example, 0.34 means a 34% yield).. This data is from Reaction yield outcomes from USPTO patents with 853,638 reactions. The reactants are [N:1]1([C:6]2[CH:7]=[C:8]3[C:12](=[CH:13][CH:14]=2)[N:11]([C:15]2[CH:20]=[CH:19][CH:18]=[CH:17][CH:16]=2)[C:10]2[N:21]=[CH:22][CH:23]=[CH:24][C:9]3=2)[CH:5]=[CH:4][N:3]=[CH:2]1.[I:25][CH3:26]. The catalyst is CCOC(C)=O. The product is [I-:25].[CH3:26][N+:3]1[CH:4]=[CH:5][N:1]([C:6]2[CH:7]=[C:8]3[C:12](=[CH:13][CH:14]=2)[N:11]([C:15]2[CH:20]=[CH:19][CH:18]=[CH:17][CH:16]=2)[C:10]2[N:21]=[CH:22][CH:23]=[CH:24][C:9]3=2)[CH:2]=1. The yield is 0.550.